From a dataset of Catalyst prediction with 721,799 reactions and 888 catalyst types from USPTO. Predict which catalyst facilitates the given reaction. (1) Reactant: [CH3:1][O:2][C:3]1[CH:4]=[C:5]([CH:9]=[CH:10][C:11]=1[O:12][CH3:13])[C:6]([OH:8])=O.CCN=C=NCCCN(C)C.C1C=CC2N(O)N=NC=2C=1.O[NH:36]/[C:37](=[N:54]\[H])/[C:38]1[CH:39]=[CH:40][CH:41]=[C:42]2[C:46]=1[NH:45][CH:44]=[C:43]2[CH2:47][CH2:48][C:49]([O:51][CH2:52][CH3:53])=[O:50].CCCC[N+](CCCC)(CCCC)CCCC.[F-]. Product: [CH3:1][O:2][C:3]1[CH:4]=[C:5]([C:6]2[O:8][N:54]=[C:37]([C:38]3[CH:39]=[CH:40][CH:41]=[C:42]4[C:46]=3[NH:45][CH:44]=[C:43]4[CH2:47][CH2:48][C:49]([O:51][CH2:52][CH3:53])=[O:50])[N:36]=2)[CH:9]=[CH:10][C:11]=1[O:12][CH3:13]. The catalyst class is: 7. (2) Reactant: Cl.[CH:2]1([S:6]([C:9]2[CH:14]=[CH:13][CH:12]=[CH:11][C:10]=2[CH2:15][NH2:16])(=[O:8])=[O:7])[CH2:5][CH2:4][CH2:3]1.CCN(C(C)C)C(C)C.[F:26][C:27]([F:38])([F:37])[C:28](O[C:28](=[O:29])[C:27]([F:38])([F:37])[F:26])=[O:29]. Product: [CH:2]1([S:6]([C:9]2[CH:14]=[CH:13][CH:12]=[CH:11][C:10]=2[CH2:15][NH:16][C:28](=[O:29])[C:27]([F:38])([F:37])[F:26])(=[O:8])=[O:7])[CH2:5][CH2:4][CH2:3]1. The catalyst class is: 2. (3) Reactant: C(Cl)(=O)C.[Cl:5][C:6]1[CH:25]=[CH:24][C:9]([O:10][CH:11]2[CH2:16][CH2:15][N:14](C(OC(C)(C)C)=O)[CH2:13][CH2:12]2)=[CH:8][C:7]=1[C:26](=[O:44])[NH:27][C:28](=[O:43])[NH:29][C:30]1[S:31][C:32]2[CH:38]=[C:37]([S:39]([CH3:42])(=[O:41])=[O:40])[CH:36]=[CH:35][C:33]=2[N:34]=1. Product: [Cl:5][C:6]1[CH:25]=[CH:24][C:9]([O:10][CH:11]2[CH2:16][CH2:15][NH:14][CH2:13][CH2:12]2)=[CH:8][C:7]=1[C:26]([NH:27][C:28](=[O:43])[NH:29][C:30]1[S:31][C:32]2[CH:38]=[C:37]([S:39]([CH3:42])(=[O:41])=[O:40])[CH:36]=[CH:35][C:33]=2[N:34]=1)=[O:44]. The catalyst class is: 5. (4) Reactant: [CH2:1]([O:3][C:4]1[C:13]([O:14][CH3:15])=[CH:12][C:11]2[C:10]([C:16]3[CH:24]=[CH:23][C:19]([C:20](O)=[O:21])=[CH:18][CH:17]=3)=[N:9][C@@H:8]3[CH2:25][CH2:26][S:27][CH2:28][C@@H:7]3[C:6]=2[CH:5]=1)[CH3:2].[CH2:29]([C:31]1[N:35]=[C:34]([CH2:36][N:37]2[C:42]3[CH:43]=[C:44]([C:46]4[CH:51]=[CH:50][CH:49]=[CH:48][CH:47]=4)[S:45][C:41]=3[C:40](=[O:52])[N:39]([CH:53]3[CH2:58][CH2:57][NH:56][CH2:55][CH2:54]3)[C:38]2=[O:59])[O:33][N:32]=1)[CH3:30].C1C=CC2N(O)N=NC=2C=1.CCN=C=NCCCN(C)C. Product: [CH2:1]([O:3][C:4]1[C:13]([O:14][CH3:15])=[CH:12][C:11]2[C:10]([C:16]3[CH:17]=[CH:18][C:19]([C:20]([N:56]4[CH2:57][CH2:58][CH:53]([N:39]5[C:40](=[O:52])[C:41]6[S:45][C:44]([C:46]7[CH:47]=[CH:48][CH:49]=[CH:50][CH:51]=7)=[CH:43][C:42]=6[N:37]([CH2:36][C:34]6[O:33][N:32]=[C:31]([CH2:29][CH3:30])[N:35]=6)[C:38]5=[O:59])[CH2:54][CH2:55]4)=[O:21])=[CH:23][CH:24]=3)=[N:9][C@@H:8]3[CH2:25][CH2:26][S:27][CH2:28][C@@H:7]3[C:6]=2[CH:5]=1)[CH3:2]. The catalyst class is: 91. (5) Reactant: [H-].[Na+].[F:3][C:4]1[CH:5]=[C:6]([OH:10])[CH:7]=[CH:8][CH:9]=1.[C:11]1([C:20]2[C:15](=[CH:16][CH:17]=[CH:18][CH:19]=2)[CH2:14][O:13]1)=[O:12].Cl. Product: [F:3][C:4]1[CH:5]=[C:6]([CH:7]=[CH:8][CH:9]=1)[O:10][CH2:14][C:15]1[CH:16]=[CH:17][CH:18]=[CH:19][C:20]=1[C:11]([OH:13])=[O:12]. The catalyst class is: 9. (6) Reactant: Cl.[CH2:2]([O:4][NH2:5])[CH3:3].C([O:8][C:9]([C:11]1[C:16]([NH:17][C:18]2[CH:23]=[CH:22][C:21]([S:24][CH3:25])=[CH:20][C:19]=2[F:26])=[C:15]([CH3:27])[N:14]2[N:28]=[CH:29][CH:30]=[C:13]2[N:12]=1)=O)C.C[Si]([N-][Si](C)(C)C)(C)C.[Li+]. Product: [CH2:2]([O:4][NH:5][C:9]([C:11]1[C:16]([NH:17][C:18]2[CH:23]=[CH:22][C:21]([S:24][CH3:25])=[CH:20][C:19]=2[F:26])=[C:15]([CH3:27])[N:14]2[N:28]=[CH:29][CH:30]=[C:13]2[N:12]=1)=[O:8])[CH3:3]. The catalyst class is: 1.